Predict the product of the given reaction. From a dataset of Forward reaction prediction with 1.9M reactions from USPTO patents (1976-2016). (1) Given the reactants [C:1]([C:3]1[CH:8]=[CH:7][CH:6]=[CH:5][C:4]=1[C:9]1[CH:14]=[CH:13][C:12]([CH2:15][C:16]2[C:17](=[O:41])[N:18]([C@H:28]3[CH2:33][CH2:32][C@H:31]([O:34][CH2:35]C(OCC)=O)[CH2:30][CH2:29]3)[C:19]3[N:20]([N:25]=[CH:26][CH:27]=3)[C:21]=2[CH2:22][CH2:23][CH3:24])=[C:11]([O:42][CH3:43])[CH:10]=1)#[N:2].[CH3:44][Mg]Br.C([O:50][CH2:51][CH3:52])(=O)C, predict the reaction product. The product is: [OH:50][C:51]([CH3:52])([CH3:44])[CH2:35][O:34][C@H:31]1[CH2:32][CH2:33][C@H:28]([N:18]2[C:17](=[O:41])[C:16]([CH2:15][C:12]3[CH:13]=[CH:14][C:9]([C:4]4[C:3]([C:1]#[N:2])=[CH:8][CH:7]=[CH:6][CH:5]=4)=[CH:10][C:11]=3[O:42][CH3:43])=[C:21]([CH2:22][CH2:23][CH3:24])[N:20]3[N:25]=[CH:26][CH:27]=[C:19]23)[CH2:29][CH2:30]1. (2) Given the reactants [CH:1]1[C:13]2[N:12]([C:14]3[CH:19]=[CH:18][C:17]([C:20]4[CH:25]=[CH:24][C:23]([N:26]5[C:38]6[CH:37]=[CH:36][C:35]([CH:39]=[O:40])=[CH:34][C:33]=6[C:32]6[C:27]5=[CH:28][CH:29]=[CH:30][CH:31]=6)=[CH:22][CH:21]=4)=[CH:16][CH:15]=3)[C:11]3[C:6](=[CH:7][CH:8]=[CH:9][CH:10]=3)[C:5]=2[CH:4]=[CH:3][CH:2]=1.O1CCCC1.[BH4-].[Na+], predict the reaction product. The product is: [CH:1]1[C:13]2[N:12]([C:14]3[CH:15]=[CH:16][C:17]([C:20]4[CH:21]=[CH:22][C:23]([N:26]5[C:38]6[CH:37]=[CH:36][C:35]([CH2:39][OH:40])=[CH:34][C:33]=6[C:32]6[C:27]5=[CH:28][CH:29]=[CH:30][CH:31]=6)=[CH:24][CH:25]=4)=[CH:18][CH:19]=3)[C:11]3[C:6](=[CH:7][CH:8]=[CH:9][CH:10]=3)[C:5]=2[CH:4]=[CH:3][CH:2]=1. (3) Given the reactants [F:1][C:2]1[CH:25]=[CH:24][CH:23]=[C:22]([F:26])[C:3]=1[C:4]([NH:6][C:7]([NH:9][C:10]1[CH:15]=[CH:14][C:13]([S:16][C:17]([F:20])([F:19])[F:18])=[CH:12][C:11]=1[F:21])=[O:8])=[O:5].Cl[CH2:28][O:29][CH2:30][C:31]1[CH:36]=[CH:35][CH:34]=[CH:33][CH:32]=1.[H-].[Na+].O, predict the reaction product. The product is: [CH2:30]([O:29][CH2:28][N:6]([C:4](=[O:5])[C:3]1[C:22]([F:26])=[CH:23][CH:24]=[CH:25][C:2]=1[F:1])[C:7]([NH:9][C:10]1[CH:15]=[CH:14][C:13]([S:16][C:17]([F:19])([F:18])[F:20])=[CH:12][C:11]=1[F:21])=[O:8])[C:31]1[CH:36]=[CH:35][CH:34]=[CH:33][CH:32]=1. (4) The product is: [CH2:21]([O:24][C:8]1[CH:7]=[CH:6][C:11]([CH:2]=[O:29])=[CH:10][CH:9]=1)[C:14]1[CH:19]=[CH:18][CH:17]=[CH:16][CH:15]=1. Given the reactants Cl[C:2]1[C:11]2[C:6](=[CH:7][CH:8]=[CH:9][CH:10]=2)C(C)=NN=1.C(Br)[C:14]1[CH:19]=[CH:18][CH:17]=[CH:16][CH:15]=1.[C:21]([O-:24])([O-])=O.[K+].[K+].CC(C)=[O:29], predict the reaction product. (5) Given the reactants Br[C:2]1[N:3]=[CH:4][C:5]([F:32])=[C:6]2[C:10]([C:11](=[O:31])[C:12]([N:14]3[CH2:19][CH2:18][N:17]([C:20]4[N:24]([C:25]5[CH:30]=[CH:29][CH:28]=[CH:27][CH:26]=5)[N:23]=[N:22][N:21]=4)[CH2:16][CH2:15]3)=[O:13])=[CH:9][NH:8][C:7]=12.C([Sn](CCCC)(CCCC)[C:38]([O:40]CC)=[CH2:39])CCC, predict the reaction product. The product is: [C:38]([C:2]1[N:3]=[CH:4][C:5]([F:32])=[C:6]2[C:10]([C:11](=[O:31])[C:12]([N:14]3[CH2:19][CH2:18][N:17]([C:20]4[N:24]([C:25]5[CH:30]=[CH:29][CH:28]=[CH:27][CH:26]=5)[N:23]=[N:22][N:21]=4)[CH2:16][CH2:15]3)=[O:13])=[CH:9][NH:8][C:7]=12)(=[O:40])[CH3:39]. (6) Given the reactants S(=O)(=O)(O)O.[Br:6][C:7]1[C:8]([CH3:16])=[C:9]([CH:13]=[CH:14][CH:15]=1)[C:10]([OH:12])=[O:11].[CH3:17]O, predict the reaction product. The product is: [CH3:17][O:11][C:10](=[O:12])[C:9]1[CH:13]=[CH:14][CH:15]=[C:7]([Br:6])[C:8]=1[CH3:16]. (7) Given the reactants [CH3:1][O:2][C:3](=[O:20])[CH:4]([N:11]1[C:16](=[O:17])[C:15]([Cl:18])=[C:14](Cl)[CH:13]=[N:12]1)[CH2:5][CH:6]1[CH2:10][CH2:9][CH2:8][CH2:7]1.[CH3:21][C:22]1[CH:27]=[C:26]([CH3:28])[N:25]=[C:24]([OH:29])[N:23]=1.C(=O)([O-])[O-].[K+].[K+], predict the reaction product. The product is: [CH3:1][O:2][C:3](=[O:20])[CH:4]([N:11]1[C:16](=[O:17])[C:15]([Cl:18])=[C:14]([O:29][C:24]2[N:25]=[C:26]([CH3:28])[CH:27]=[C:22]([CH3:21])[N:23]=2)[CH:13]=[N:12]1)[CH2:5][CH:6]1[CH2:10][CH2:9][CH2:8][CH2:7]1. (8) Given the reactants [Cl:1][C:2]1[CH:10]=[CH:9][CH:8]=[C:7]([F:11])[C:3]=1[C:4](Cl)=[O:5].[CH3:12][N:13]([CH3:27])[CH:14]1[CH2:19][CH2:18][C:17]([C:20]2[CH:21]=[C:22]([NH2:26])[CH:23]=[CH:24][CH:25]=2)=[CH:16][CH2:15]1, predict the reaction product. The product is: [ClH:1].[Cl:1][C:2]1[CH:10]=[CH:9][CH:8]=[C:7]([F:11])[C:3]=1[C:4]([NH:26][C:22]1[CH:23]=[CH:24][CH:25]=[C:20]([C:17]2[CH2:18][CH2:19][CH:14]([N:13]([CH3:27])[CH3:12])[CH2:15][CH:16]=2)[CH:21]=1)=[O:5].